Dataset: Catalyst prediction with 721,799 reactions and 888 catalyst types from USPTO. Task: Predict which catalyst facilitates the given reaction. (1) Reactant: [H-].[Na+].C(OP([CH2:11][C:12]([O:14][CH2:15][CH3:16])=[O:13])(OCC)=O)C.[CH3:17][O:18][C:19]1[C:28]([O:29][CH3:30])=[C:27]([O:31][CH3:32])[CH:26]=[C:25]2[C:20]=1[CH:21]=[CH:22][C:23]([CH:33]=O)=[CH:24]2. Product: [CH3:17][O:18][C:19]1[C:28]([O:29][CH3:30])=[C:27]([O:31][CH3:32])[CH:26]=[C:25]2[C:20]=1[CH:21]=[CH:22][C:23]([CH:33]=[CH:11][C:12]([O:14][CH2:15][CH3:16])=[O:13])=[CH:24]2. The catalyst class is: 56. (2) Reactant: O.Cl.[NH2:3][C@H:4]([C:7]([OH:9])=[O:8])[CH2:5][SH:6].C([O-])(=O)C.[K+].CO.[N:17]1[CH:22]=[CH:21][C:20]([CH:23]=O)=[CH:19][CH:18]=1. Product: [N:17]1[CH:22]=[CH:21][C:20]([CH:23]2[NH:3][CH:4]([C:7]([OH:9])=[O:8])[CH2:5][S:6]2)=[CH:19][CH:18]=1. The catalyst class is: 6. (3) Reactant: [C:1]1([N:7]2[C:15](=[O:16])[C:14]3[C:9]([C:10]4[C:11](=[CH:17][NH:18][CH:19]=4)[NH:12][CH:13]=3)=[N:8]2)[CH:6]=[CH:5][CH:4]=[CH:3][CH:2]=1.C(N(C(C)C)CC)(C)C.[CH3:29][N:30]=[C:31]=[O:32]. Product: [CH3:29][NH:30][C:31]([N:18]1[CH:19]=[C:10]2[C:11]([NH:12][CH:13]=[C:14]3[C:15](=[O:16])[N:7]([C:1]4[CH:2]=[CH:3][CH:4]=[CH:5][CH:6]=4)[N:8]=[C:9]32)=[CH:17]1)=[O:32]. The catalyst class is: 3. (4) Reactant: CN(C)/[CH:3]=[CH:4]/[C:5]([C:7]1[CH:12]=[CH:11][C:10]([Cl:13])=[CH:9][CH:8]=1)=O.[N+]([O-])(O)=O.[C:19]([NH:22][C:23]1[CH:31]=[CH:30][C:26]([C:27]([NH2:29])=[O:28])=[CH:25][CH:24]=1)(=[NH:21])[NH2:20].C(=O)([O-])[O-].[K+].[K+]. Product: [Cl:13][C:10]1[CH:11]=[CH:12][C:7]([C:5]2[CH:4]=[CH:3][N:20]=[C:19]([NH:22][C:23]3[CH:31]=[CH:30][C:26]([C:27]([NH2:29])=[O:28])=[CH:25][CH:24]=3)[N:21]=2)=[CH:8][CH:9]=1. The catalyst class is: 8. (5) Reactant: [NH2:1][C:2]1[CH:7]=[CH:6][C:5]([CH2:8][CH2:9][OH:10])=[CH:4][CH:3]=1.C(N(CC)C(C)C)(C)C.[C:20](O[C:20]([O:22][C:23]([CH3:26])([CH3:25])[CH3:24])=[O:21])([O:22][C:23]([CH3:26])([CH3:25])[CH3:24])=[O:21]. Product: [OH:10][CH2:9][CH2:8][C:5]1[CH:6]=[CH:7][C:2]([NH:1][C:20](=[O:21])[O:22][C:23]([CH3:26])([CH3:25])[CH3:24])=[CH:3][CH:4]=1. The catalyst class is: 12. (6) Reactant: [CH3:1][C:2]1[CH:3]=[CH:4][C:5]2[NH:10][CH2:9][CH2:8][O:7][C:6]=2[N:11]=1.[Br:12][C:13]1[CH:14]=[C:15]([CH:19]=[C:20]([Br:24])[C:21]=1[O:22][CH3:23])[C:16](Cl)=[O:17].C(N(CC)CC)C.O. Product: [Br:12][C:13]1[CH:14]=[C:15]([C:16]([N:10]2[CH2:9][CH2:8][O:7][C:6]3[N:11]=[C:2]([CH3:1])[CH:3]=[CH:4][C:5]2=3)=[O:17])[CH:19]=[C:20]([Br:24])[C:21]=1[O:22][CH3:23]. The catalyst class is: 4. (7) Reactant: [NH2:1][C:2]1[CH:7]=[C:6]([Cl:8])[CH:5]=[CH:4][C:3]=1[N:9]1[C:13](=[O:14])[C:12]2=[CH:15][CH:16]=[CH:17][CH:18]=[C:11]2[C:10]1=[O:19].C(N(CC)CC)C.[CH:27]1[C:36]2[C:31](=[CH:32][CH:33]=[CH:34][CH:35]=2)[CH:30]=[CH:29][C:28]=1[C:37](Cl)=[O:38].O. Product: [Cl:8][C:6]1[CH:5]=[CH:4][C:3]([N:9]2[C:13](=[O:14])[C:12]3=[CH:15][CH:16]=[CH:17][CH:18]=[C:11]3[C:10]2=[O:19])=[C:2]([NH:1][C:37]([C:28]2[CH:29]=[CH:30][C:31]3[C:36](=[CH:35][CH:34]=[CH:33][CH:32]=3)[CH:27]=2)=[O:38])[CH:7]=1. The catalyst class is: 7. (8) Reactant: [O:1]1[C:5]2([CH2:10][CH2:9][C:8]([C:11]3[S:19][C:18]4[C:13](=[N:14][CH:15]=[CH:16][C:17]=4[O:20][C:21]4[CH:27]=[CH:26][C:24]([NH2:25])=[CH:23][C:22]=4[F:28])[CH:12]=3)=[CH:7][CH2:6]2)[O:4][CH2:3][CH2:2]1.[H][H]. Product: [O:4]1[C:5]2([CH2:10][CH2:9][CH:8]([C:11]3[S:19][C:18]4[C:13](=[N:14][CH:15]=[CH:16][C:17]=4[O:20][C:21]4[CH:27]=[CH:26][C:24]([NH2:25])=[CH:23][C:22]=4[F:28])[CH:12]=3)[CH2:7][CH2:6]2)[O:1][CH2:2][CH2:3]1. The catalyst class is: 43. (9) Reactant: [CH:1]([N:14]1[CH2:17][C:16](=[O:18])[CH2:15]1)([C:8]1[CH:13]=[CH:12][CH:11]=[CH:10][CH:9]=1)[C:2]1[CH:7]=[CH:6][CH:5]=[CH:4][CH:3]=1.[CH3:19][Mg+].[Br-].[OH-].[Na+]. Product: [CH:1]([N:14]1[CH2:17][C:16]([CH3:19])([OH:18])[CH2:15]1)([C:8]1[CH:13]=[CH:12][CH:11]=[CH:10][CH:9]=1)[C:2]1[CH:3]=[CH:4][CH:5]=[CH:6][CH:7]=1. The catalyst class is: 28. (10) Reactant: [C:1]([C:4]1[CH:30]=[CH:29][C:7]([O:8][CH2:9][C:10]2[CH:15]=[CH:14][C:13]([S:16]([NH:19][C:20]3[CH:21]=[C:22]([CH:26]=[CH:27][CH:28]=3)[C:23]([OH:25])=[O:24])(=[O:18])=[O:17])=[CH:12][CH:11]=2)=[C:6]([CH2:31][CH2:32][CH3:33])[C:5]=1[OH:34])(=[O:3])[CH3:2].C(C(CCCC)C([O-])=O)C.[Na+:45]. Product: [C:1]([C:4]1[CH:30]=[CH:29][C:7]([O:8][CH2:9][C:10]2[CH:15]=[CH:14][C:13]([S:16]([NH:19][C:20]3[CH:21]=[C:22]([CH:26]=[CH:27][CH:28]=3)[C:23]([O-:25])=[O:24])(=[O:18])=[O:17])=[CH:12][CH:11]=2)=[C:6]([CH2:31][CH2:32][CH3:33])[C:5]=1[OH:34])(=[O:3])[CH3:2].[Na+:45]. The catalyst class is: 13.